From a dataset of Full USPTO retrosynthesis dataset with 1.9M reactions from patents (1976-2016). Predict the reactants needed to synthesize the given product. Given the product [CH3:9][O:8][C:5]1[C:4]([C:10]2[O:11][C:12]3[CH:18]=[CH:17][C:16]([C:19]4[CH:20]=[C:21]([F:26])[CH:22]=[C:23]([F:25])[CH:24]=4)=[CH:15][C:13]=3[N:14]=2)=[CH:3][C:2]([N:1]2[C:36](=[O:37])[C:30]3[C:29](=[CH:28][CH:27]=[C:32]([C:33]([OH:35])=[O:34])[CH:31]=3)[C:39]2=[O:38])=[CH:7][CH:6]=1, predict the reactants needed to synthesize it. The reactants are: [NH2:1][C:2]1[CH:3]=[C:4]([C:10]2[O:11][C:12]3[CH:18]=[CH:17][C:16]([C:19]4[CH:24]=[C:23]([F:25])[CH:22]=[C:21]([F:26])[CH:20]=4)=[CH:15][C:13]=3[N:14]=2)[C:5]([O:8][CH3:9])=[CH:6][CH:7]=1.[CH:27]1[C:32]([C:33]([OH:35])=[O:34])=[CH:31][C:30]2[C:36]([O:38][C:39](=O)[C:29]=2[CH:28]=1)=[O:37].